Dataset: Catalyst prediction with 721,799 reactions and 888 catalyst types from USPTO. Task: Predict which catalyst facilitates the given reaction. (1) Reactant: Cl[C:2]1[N:3]([CH3:15])[C:4](=[O:14])[CH:5]=[C:6]([C:8]2[CH:13]=[CH:12][N:11]=[CH:10][N:9]=2)[N:7]=1.Cl.[CH3:17][CH:18]1[CH2:24][O:23][CH2:22][CH2:21][NH:20][CH2:19]1.C(N(CC)CC)C. Product: [CH3:15][N:3]1[C:4](=[O:14])[CH:5]=[C:6]([C:8]2[CH:13]=[CH:12][N:11]=[CH:10][N:9]=2)[N:7]=[C:2]1[N:20]1[CH2:19][CH:18]([CH3:17])[CH2:24][O:23][CH2:22][CH2:21]1. The catalyst class is: 7. (2) Reactant: [C:1]([O:5][CH2:6][CH2:7][CH2:8][CH2:9][CH2:10][CH2:11][O:12][C:13]1[CH:21]=[CH:20][C:16]([C:17]([OH:19])=[O:18])=[CH:15][CH:14]=1)(=[O:4])[CH:2]=[CH2:3].C1CCC(N=C=NC2CCCCC2)CC1.[CH3:37][N:38]([CH3:75])[C:39]1[CH:44]=[CH:43][C:42](/[N:45]=[N:46]/[C:47]2[CH:52]=[CH:51][C:50](/[N:53]=[N:54]/[C:55]3[C:66]4[C:67]5[C:58]([NH:59][CH:60]([C:68]6[CH:73]=[CH:72][C:71](O)=[CH:70][CH:69]=6)[NH:61][C:62]=5[CH:63]=[CH:64][CH:65]=4)=[CH:57][CH:56]=3)=[CH:49][CH:48]=2)=[CH:41][CH:40]=1. Product: [C:1]([O:5][CH2:6][CH2:7][CH2:8][CH2:9][CH2:10][CH2:11][O:12][C:13]1[CH:14]=[CH:15][C:16]([C:17]([O:19][C:71]2[CH:70]=[CH:69][C:68]([CH:60]3[NH:59][C:58]4[C:67]5[C:66]([C:55](/[N:54]=[N:53]/[C:50]6[CH:51]=[CH:52][C:47](/[N:46]=[N:45]/[C:42]7[CH:41]=[CH:40][C:39]([N:38]([CH3:75])[CH3:37])=[CH:44][CH:43]=7)=[CH:48][CH:49]=6)=[CH:56][CH:57]=4)=[CH:65][CH:64]=[CH:63][C:62]=5[NH:61]3)=[CH:73][CH:72]=2)=[O:18])=[CH:20][CH:21]=1)(=[O:4])[CH:2]=[CH2:3]. The catalyst class is: 166. (3) Reactant: [NH:1]1[CH2:6][CH2:5][CH:4]([C:7]2[CH:12]=[CH:11][CH:10]=[C:9]([C:13]([F:16])([F:15])[F:14])[C:8]=2[OH:17])[CH2:3][CH2:2]1.C(=O)([O-])[O-].[K+].[K+].I[CH2:25][CH3:26].CS(OC1C=CC=C(C2CCNCC2)C=1F)(=O)=O. Product: [CH2:25]([N:1]1[CH2:6][CH2:5][CH:4]([C:7]2[CH:12]=[CH:11][CH:10]=[C:9]([C:13]([F:15])([F:16])[F:14])[C:8]=2[OH:17])[CH2:3][CH2:2]1)[CH3:26]. The catalyst class is: 10.